Dataset: Full USPTO retrosynthesis dataset with 1.9M reactions from patents (1976-2016). Task: Predict the reactants needed to synthesize the given product. (1) The reactants are: [C:1](Cl)(=[O:3])[CH3:2].[NH2:5][CH2:6][CH2:7][N:8]1[CH:16]=[C:15]2[C:10]([N:11]=[C:12]([C:30]3[CH:35]=[CH:34][C:33]([F:36])=[CH:32][CH:31]=3)[C:13]([C:24]3[CH:29]=[CH:28][N:27]=[CH:26][CH:25]=3)=[C:14]2[C:17]2[CH:22]=[CH:21][C:20]([F:23])=[CH:19][CH:18]=2)=[N:9]1. Given the product [F:23][C:20]1[CH:21]=[CH:22][C:17]([C:14]2[C:15]3[C:10](=[N:9][N:8]([CH2:7][CH2:6][NH:5][C:1](=[O:3])[CH3:2])[CH:16]=3)[N:11]=[C:12]([C:30]3[CH:35]=[CH:34][C:33]([F:36])=[CH:32][CH:31]=3)[C:13]=2[C:24]2[CH:29]=[CH:28][N:27]=[CH:26][CH:25]=2)=[CH:18][CH:19]=1, predict the reactants needed to synthesize it. (2) Given the product [CH2:1]([S:10][CH2:19][CH:20]1[NH:32][C:16](=[O:17])[CH2:18][CH2:21]1)[CH2:2][CH2:3][CH2:4][CH2:5][CH2:6][CH2:7][CH2:8][CH3:9], predict the reactants needed to synthesize it. The reactants are: [CH2:1]([SH:10])[CH2:2][CH2:3][CH2:4][CH2:5][CH2:6][CH2:7][CH2:8][CH3:9].[H-].[Na+].CCO[C:16]([CH3:18])=[O:17].[CH3:19][CH2:20][CH2:21][CH2:19][CH2:20][CH3:21].CCO[C:16]([CH3:18])=[O:17].C[N:32](C=O)C. (3) Given the product [CH2:1]([N:8]([CH2:15][C:16]1[CH:21]=[CH:20][CH:19]=[CH:18][CH:17]=1)[C@@H:9]([CH2:13][CH3:14])[C:10]([N:30]([O:29][CH3:25])[CH3:31])=[O:11])[C:2]1[CH:7]=[CH:6][CH:5]=[CH:4][CH:3]=1, predict the reactants needed to synthesize it. The reactants are: [CH2:1]([N:8]([CH2:15][C:16]1[CH:21]=[CH:20][CH:19]=[CH:18][CH:17]=1)[C@@H:9]([CH2:13][CH3:14])[C:10](O)=[O:11])[C:2]1[CH:7]=[CH:6][CH:5]=[CH:4][CH:3]=1.CN([C:25]([O:29][N:30]1N=NC2C=CC=C[C:31]1=2)=[N+](C)C)C.[B-](F)(F)(F)F.CN1CCOCC1.Cl.CNOC. (4) Given the product [CH:21]1([CH2:19][N:16]2[CH2:17][CH2:18][CH:13]([OH:12])[CH2:14][CH2:15]2)[CH2:22][CH2:23]1, predict the reactants needed to synthesize it. The reactants are: [H-].[H-].[H-].[H-].[Li+].[Al+3].C1(C([O:12][CH:13]2[CH2:18][CH2:17][N:16]([C:19]([CH:21]3[CH2:23][CH2:22]3)=O)[CH2:15][CH2:14]2)=O)CC1.O.[OH-].[Na+]. (5) The reactants are: [OH:1][CH2:2][C:3]1[CH:17]=[CH:16][C:6]([CH2:7][NH:8][C:9](=[O:15])[O:10][C:11]([CH3:14])([CH3:13])[CH3:12])=[CH:5][CH:4]=1. Given the product [CH:2]([C:3]1[CH:4]=[CH:5][C:6]([CH2:7][NH:8][C:9](=[O:15])[O:10][C:11]([CH3:12])([CH3:13])[CH3:14])=[CH:16][CH:17]=1)=[O:1], predict the reactants needed to synthesize it. (6) Given the product [C:1]([O:5][C:6]([N:8]1[CH2:9][CH2:10][N:11]([CH2:14][C:15]2[CH:20]=[CH:19][C:18]([NH:21][C:22]3[C:27]([C:28]([O:30][CH2:31][CH3:32])=[O:29])=[C:26]([CH:33]=[O:44])[N:25]=[C:24]([C:34]4[CH:39]=[CH:38][C:37]([C:40]([O:42][CH3:43])=[O:41])=[CH:36][CH:35]=4)[N:23]=3)=[CH:17][CH:16]=2)[CH2:12][CH2:13]1)=[O:7])([CH3:4])([CH3:2])[CH3:3], predict the reactants needed to synthesize it. The reactants are: [C:1]([O:5][C:6]([N:8]1[CH2:13][CH2:12][N:11]([CH2:14][C:15]2[CH:20]=[CH:19][C:18]([NH:21][C:22]3[C:27]([C:28]([O:30][CH2:31][CH3:32])=[O:29])=[C:26]([CH3:33])[N:25]=[C:24]([C:34]4[CH:39]=[CH:38][C:37]([C:40]([O:42][CH3:43])=[O:41])=[CH:36][CH:35]=4)[N:23]=3)=[CH:17][CH:16]=2)[CH2:10][CH2:9]1)=[O:7])([CH3:4])([CH3:3])[CH3:2].[OH2:44]. (7) Given the product [CH3:1][O:2][C:3]1[CH:4]=[C:5]2[C:10](=[CH:11][C:12]=1[O:13][CH3:14])[N:9]=[CH:8][CH:7]=[C:6]2[O:15][C:16]1[CH:21]=[CH:20][C:19]([NH:22][C:39]([C:36]2[C:37](=[O:38])[N:32]([C:29]3[CH:28]=[CH:27][C:26]([F:25])=[CH:31][CH:30]=3)[C:33](=[O:45])[N:34]([CH:42]([CH3:44])[CH3:43])[N:35]=2)=[O:40])=[C:18]([O:23][CH3:24])[CH:17]=1, predict the reactants needed to synthesize it. The reactants are: [CH3:1][O:2][C:3]1[CH:4]=[C:5]2[C:10](=[CH:11][C:12]=1[O:13][CH3:14])[N:9]=[CH:8][CH:7]=[C:6]2[O:15][C:16]1[CH:21]=[CH:20][C:19]([NH2:22])=[C:18]([O:23][CH3:24])[CH:17]=1.[F:25][C:26]1[CH:31]=[CH:30][C:29]([N:32]2[C:37](=[O:38])[C:36]([C:39](O)=[O:40])=[N:35][N:34]([CH:42]([CH3:44])[CH3:43])[C:33]2=[O:45])=[CH:28][CH:27]=1. (8) Given the product [OH:8][C:9]1[CH:10]=[C:11]([CH:27]=[CH:28][CH:29]=1)[CH2:12][N:13]([C:19]1[CH:24]=[CH:23][C:22]([C:25]#[N:26])=[CH:21][CH:20]=1)[N:14]1[CH:15]=[N:16][N:17]=[CH:18]1, predict the reactants needed to synthesize it. The reactants are: C([O:8][C:9]1[CH:10]=[C:11]([CH:27]=[CH:28][CH:29]=1)[CH2:12][N:13]([C:19]1[CH:24]=[CH:23][C:22]([C:25]#[N:26])=[CH:21][CH:20]=1)[N:14]1[CH:18]=[N:17][N:16]=[CH:15]1)C1C=CC=CC=1.